Dataset: Catalyst prediction with 721,799 reactions and 888 catalyst types from USPTO. Task: Predict which catalyst facilitates the given reaction. (1) Reactant: [C:1]([C:5]1[O:9][C:8]([NH:10][C:11]2[CH:16]=[CH:15][C:14]([C:17]3[CH:22]=[CH:21][C:20]([C:23]45[O:29][C:26]([CH2:30][C:31]([O:33]C)=[O:32])([CH2:27][CH2:28]4)[CH2:25][CH2:24]5)=[CH:19][CH:18]=3)=[CH:13][CH:12]=2)=[N:7][N:6]=1)([CH3:4])([CH3:3])[CH3:2].[OH-].[Na+]. Product: [C:1]([C:5]1[O:9][C:8]([NH:10][C:11]2[CH:12]=[CH:13][C:14]([C:17]3[CH:22]=[CH:21][C:20]([C:23]45[O:29][C:26]([CH2:30][C:31]([OH:33])=[O:32])([CH2:27][CH2:28]4)[CH2:25][CH2:24]5)=[CH:19][CH:18]=3)=[CH:15][CH:16]=2)=[N:7][N:6]=1)([CH3:4])([CH3:2])[CH3:3]. The catalyst class is: 36. (2) Reactant: Cl.[O:2]([NH2:4])[CH3:3].[F:5][C:6]([F:19])([F:18])[C:7]1[CH:16]=[C:15]2[C:10]([C:11](=O)[CH2:12][CH2:13][NH:14]2)=[CH:9][CH:8]=1. Product: [CH3:3][O:2][N:4]=[C:11]1[C:10]2[C:15](=[CH:16][C:7]([C:6]([F:19])([F:5])[F:18])=[CH:8][CH:9]=2)[NH:14][CH2:13][CH2:12]1. The catalyst class is: 17. (3) Reactant: P(Br)(Br)([Br:3])=O.[Cl:6][C:7]1[CH:8]=[CH:9][C:10]([N:13]2[CH2:24][CH2:23][C:16]3[N:17]=[CH:18][N:19]=[C:20](OC)[C:15]=3[CH2:14]2)=[N:11][CH:12]=1.C1(OC)C=CC=CC=1.[OH-].[K+]. Product: [Br:3][C:20]1[C:15]2[CH2:14][N:13]([C:10]3[CH:9]=[CH:8][C:7]([Cl:6])=[CH:12][N:11]=3)[CH2:24][CH2:23][C:16]=2[N:17]=[CH:18][N:19]=1. The catalyst class is: 10. (4) Reactant: [NH:1]1[CH2:6][CH2:5][CH:4]([NH:7][C:8](=[O:14])[O:9][C:10]([CH3:13])([CH3:12])[CH3:11])[CH2:3][CH2:2]1.[N:15]1([CH:24](N2N=C3C=CC=CC3=N2)[NH2:25])[C:19]2[CH:20]=[CH:21][CH:22]=[CH:23][C:18]=2[N:17]=[N:16]1.C(=O)([O-])[O-].[Na+].[Na+]. Product: [N:15]1([C:24](=[NH:25])[N:1]2[CH2:2][CH2:3][CH:4]([NH:7][C:8](=[O:14])[O:9][C:10]([CH3:11])([CH3:13])[CH3:12])[CH2:5][CH2:6]2)[C:19]2[CH:20]=[CH:21][CH:22]=[CH:23][C:18]=2[N:17]=[N:16]1. The catalyst class is: 4. (5) Reactant: [Cl:1][C:2]1[CH:25]=[C:24]([Cl:26])[CH:23]=[CH:22][C:3]=1[CH2:4][C:5]1[C:9]2=[N:10]C(C#N)=[CH:12][CH:13]=[C:8]2[N:7](C(OCC)=O)[C:6]=1[CH3:21].[C:27]([OH:30])(=[O:29])[CH3:28]. Product: [Cl:1][C:2]1[CH:25]=[C:24]([Cl:26])[CH:23]=[CH:22][C:3]=1[CH2:4][C:5]1[C:6]([CH3:21])=[N:7][C:8]2[C:9]=1[NH:10][C:28]([C:27]([OH:30])=[O:29])=[CH:12][CH:13]=2. The catalyst class is: 33. (6) Reactant: [CH3:1][O:2][C:3]1[CH:8]=[C:7]([C:9]([F:12])([F:11])[F:10])[CH:6]=[C:5]([N+:13]([O-])=O)[CH:4]=1. Product: [CH3:1][O:2][C:3]1[CH:4]=[C:5]([CH:6]=[C:7]([C:9]([F:10])([F:11])[F:12])[CH:8]=1)[NH2:13]. The catalyst class is: 19. (7) Reactant: [CH2:1]([O:3][C:4]([CH:6]1[CH2:11][CH2:10][CH2:9][CH2:8][CH2:7]1)=[O:5])[CH3:2].C([N:14]([CH2:17][CH3:18])[CH2:15]C)C.[S:19]([NH2:23])(N)(=[O:21])=[O:20]. Product: [NH2:23][S:19]([N:14]([CH2:15][CH:9]1[CH2:10][CH2:11][CH:6]([C:4]([O:3][CH2:1][CH3:2])=[O:5])[CH2:7][CH2:8]1)[CH2:17][C:18]1[CH:10]=[CH:11][CH:6]=[CH:7][CH:8]=1)(=[O:21])=[O:20]. The catalyst class is: 57.